Dataset: Full USPTO retrosynthesis dataset with 1.9M reactions from patents (1976-2016). Task: Predict the reactants needed to synthesize the given product. (1) Given the product [CH3:1][C:2]1[NH:7][C:6]([CH3:8])=[C:5]([C:9]([O:11][C@@H:12]2[CH2:16][N:15]([CH2:17][C:18]3[CH:19]=[CH:20][CH:21]=[CH:22][CH:23]=3)[CH2:14][CH2:13]2)=[O:10])[C@@H:4]([C:24]2[CH:29]=[CH:28][CH:27]=[C:26]([N+:30]([O-:32])=[O:31])[CH:25]=2)[C:3]=1[C:33]([O:35][CH3:36])=[O:34], predict the reactants needed to synthesize it. The reactants are: [CH3:1][C:2]1[NH:7][C:6]([CH3:8])=[C:5]([C:9]([O:11][C@@H:12]2[CH2:16][N:15]([CH2:17][C:18]3[CH:23]=[CH:22][CH:21]=[CH:20][CH:19]=3)[CH2:14][CH2:13]2)=[O:10])[C@@H:4]([C:24]2[CH:29]=[CH:28][CH:27]=[C:26]([N+:30]([O-:32])=[O:31])[CH:25]=2)[C:3]=1[C:33]([O:35][CH3:36])=[O:34].Cl. (2) Given the product [CH3:11][Si:12]([CH3:23])([CH3:22])[CH2:13][CH2:14][O:15][CH2:16][N:17]1[CH:21]=[CH:20][N:19]=[C:18]1[C:25]([OH:26])([CH3:27])[CH3:24], predict the reactants needed to synthesize it. The reactants are: C([Li])CCC.O1CCCC1.[CH3:11][Si:12]([CH3:23])([CH3:22])[CH2:13][CH2:14][O:15][CH2:16][N:17]1[CH:21]=[CH:20][N:19]=[CH:18]1.[CH3:24][C:25]([CH3:27])=[O:26]. (3) Given the product [C:1]([NH:4][C:5]1[S:6][C:7]2[CH2:13][C@@H:12]([NH:19][C:22](=[O:31])[O:46][CH:43]([CH3:45])[CH3:44])[CH2:11][CH2:10][C:8]=2[N:9]=1)(=[O:3])[CH3:2], predict the reactants needed to synthesize it. The reactants are: [C:1]([NH:4][C:5]1[S:6][C:7]2[CH2:13][C@@H:12](C(O)=O)[CH2:11][CH2:10][C:8]=2[N:9]=1)(=[O:3])[CH3:2].C([N:19]([CH2:22]C)CC)C.C1(P(N=[N+]=[N-])(C2C=CC=CC=2)=[O:31])C=CC=CC=1.[OH-].[Na+].[CH:43]([OH:46])([CH3:45])[CH3:44].